Dataset: Reaction yield outcomes from USPTO patents with 853,638 reactions. Task: Predict the reaction yield, written as a fraction of the theoretical maximum amount of product (1.0 means a 100% yield; for example, 0.34 means a 34% yield). (1) The reactants are [OH:1][C:2]1[CH:9]=[CH:8][C:5]([CH:6]=O)=[CH:4][C:3]=1[CH3:10].[NH2:11][C:12]1[CH:27]=[CH:26][CH:25]=[CH:24][C:13]=1[C:14]([NH:16][C:17]1[CH:22]=[CH:21][C:20]([Cl:23])=[CH:19][CH:18]=1)=[O:15]. The catalyst is CCO. The product is [Cl:23][C:20]1[CH:21]=[CH:22][C:17]([N:16]2[C:14](=[O:15])[C:13]3[C:12](=[CH:27][CH:26]=[CH:25][CH:24]=3)[N:11]=[C:6]2[C:5]2[CH:8]=[CH:9][C:2]([OH:1])=[C:3]([CH3:10])[CH:4]=2)=[CH:18][CH:19]=1. The yield is 0.570. (2) The reactants are [NH2:1][C@H:2]1[C:10]2[C:5](=[CH:6][CH:7]=[C:8]([O:11][C:12]3[N:13]=[C:14]4[C:20]([CH:21]=[O:22])=[CH:19][N:18]([CH2:23][O:24][CH2:25][CH2:26][Si:27]([CH3:30])([CH3:29])[CH3:28])[C:15]4=[N:16][CH:17]=3)[CH:9]=2)[CH2:4][CH2:3]1.N1C=CC=CC=1.[CH3:37][C:38](OC(C)=O)=[O:39]. The catalyst is ClCCl. The product is [CH:21]([C:20]1[C:14]2[C:15](=[N:16][CH:17]=[C:12]([O:11][C:8]3[CH:9]=[C:10]4[C:5]([CH2:4][CH2:3][C@H:2]4[NH:1][C:38](=[O:39])[CH3:37])=[CH:6][CH:7]=3)[N:13]=2)[N:18]([CH2:23][O:24][CH2:25][CH2:26][Si:27]([CH3:30])([CH3:29])[CH3:28])[CH:19]=1)=[O:22]. The yield is 0.450. (3) The reactants are [CH2:1]([N:5]1[C:9](=[O:10])[C:8](Cl)=[C:7]([C:12]2[CH:17]=[CH:16][CH:15]=[CH:14][CH:13]=2)[S:6]1(=[O:19])=[O:18])[CH2:2][CH2:3][CH3:4].[NH2:20][C:21]1[CH:30]=[CH:29][C:24]2[N:25]=[C:26]([SH:28])[S:27][C:23]=2[CH:22]=1. The catalyst is CN(C=O)C. The product is [CH2:1]([N:5]1[C:9](=[O:10])[C:8]([NH:20][C:21]2[CH:30]=[CH:29][C:24]3[NH:25][C:26](=[S:28])[S:27][C:23]=3[CH:22]=2)=[C:7]([C:12]2[CH:17]=[CH:16][CH:15]=[CH:14][CH:13]=2)[S:6]1(=[O:19])=[O:18])[CH2:2][CH2:3][CH3:4]. The yield is 0.0450. (4) The reactants are [F:1][C:2]1[CH:9]=[CH:8][C:5]([CH:6]=O)=[CH:4][CH:3]=1.[C:10](#[N:14])[CH2:11][C:12]#[N:13].C(N(CC)CC)C.[CH3:22][O:23][C:24]1[CH:29]=[CH:28][C:27]([C:30]2[CH2:34][C:33](=[O:35])[N:32]([CH3:36])[N:31]=2)=[CH:26][CH:25]=1. The catalyst is C(O)C. The product is [NH2:13][C:12]1[O:35][C:33]2[N:32]([CH3:36])[N:31]=[C:30]([C:27]3[CH:26]=[CH:25][C:24]([O:23][CH3:22])=[CH:29][CH:28]=3)[C:34]=2[CH:6]([C:5]2[CH:8]=[CH:9][C:2]([F:1])=[CH:3][CH:4]=2)[C:11]=1[C:10]#[N:14]. The yield is 0.320. (5) The reactants are [CH:1]1([C:7]([O:9]C)=O)[CH2:6][CH2:5][CH2:4][CH2:3][CH2:2]1.C(O)C.O.[NH2:15][NH2:16]. The catalyst is O. The product is [CH:1]1([C:7]([NH:15][NH2:16])=[O:9])[CH2:6][CH2:5][CH2:4][CH2:3][CH2:2]1. The yield is 0.580. (6) The reactants are O.[OH-].[Li+].[CH3:4][C:5]1[CH:10]=[C:9]([CH3:11])[CH:8]=[C:7]([CH3:12])[C:6]=1[NH:13][C:14]([NH:16][C:17]1[C:18]([C:27]([NH:29][C@H:30]([C:38]([O:40]CC)=[O:39])[CH2:31][C:32]2[CH:37]=[CH:36][CH:35]=[CH:34][CH:33]=2)=[O:28])=[CH:19][C:20]2[C:25]([CH:26]=1)=[CH:24][CH:23]=[CH:22][CH:21]=2)=[O:15].O.Cl. The catalyst is O1CCOCC1. The product is [CH3:12][C:7]1[CH:8]=[C:9]([CH3:11])[CH:10]=[C:5]([CH3:4])[C:6]=1[NH:13][C:14]([NH:16][C:17]1[C:18]([C:27]([NH:29][C@H:30]([C:38]([OH:40])=[O:39])[CH2:31][C:32]2[CH:37]=[CH:36][CH:35]=[CH:34][CH:33]=2)=[O:28])=[CH:19][C:20]2[C:25]([CH:26]=1)=[CH:24][CH:23]=[CH:22][CH:21]=2)=[O:15]. The yield is 0.160. (7) The catalyst is O. The reactants are [NH2:1][C:2]1[CH:3]=[N:4][CH:5]=[CH:6][CH:7]=1.[NH2:8][C:9]1[C:10]([C:16](OC)=[O:17])=[N:11][C:12]([Br:15])=[CH:13][N:14]=1.N12CCCN=C1CCCCC2. The yield is 0.590. The product is [NH2:8][C:9]1[C:10]([C:16]([NH:1][C:2]2[CH:3]=[N:4][CH:5]=[CH:6][CH:7]=2)=[O:17])=[N:11][C:12]([Br:15])=[CH:13][N:14]=1.